Dataset: Full USPTO retrosynthesis dataset with 1.9M reactions from patents (1976-2016). Task: Predict the reactants needed to synthesize the given product. (1) Given the product [CH:5]1[N:4]=[CH:9][C:8]([C:23]([CH2:24][CH2:17][N:10]([CH2:14][CH2:15][OH:16])[CH2:11][CH2:12][OH:13])=[O:22])=[N:7][CH:6]=1, predict the reactants needed to synthesize it. The reactants are: C([N:4]1[CH:9]=[CH:8][N:7]=[CH:6][CH2:5]1)(=O)C.[NH:10]([CH2:14][CH2:15][OH:16])[CH2:11][CH2:12][OH:13].[CH2:17]=O.O1[CH2:24][CH2:23][O:22]CC1. (2) Given the product [NH2:1][C:2]1[N:7]=[C:6]([N:8]2[CH2:13][CH2:12][CH2:11][C@H:10]([C:14]([NH:65][C:64]3[N:60]([CH3:59])[N:61]=[C:62]([CH3:66])[CH:63]=3)=[O:15])[CH2:9]2)[CH:5]=[C:4]([C:17]2[CH:22]=[CH:21][C:20]([C:23]#[N:24])=[C:19]([F:25])[CH:18]=2)[N:3]=1, predict the reactants needed to synthesize it. The reactants are: [NH2:1][C:2]1[N:7]=[C:6]([N:8]2[CH2:13][CH2:12][CH2:11][C@H:10]([C:14](O)=[O:15])[CH2:9]2)[CH:5]=[C:4]([C:17]2[CH:22]=[CH:21][C:20]([C:23]#[N:24])=[C:19]([F:25])[CH:18]=2)[N:3]=1.CN(C(ON1N=NC2C=CC=NC1=2)=[N+](C)C)C.F[P-](F)(F)(F)(F)F.CCN(C(C)C)C(C)C.[CH3:59][N:60]1[C:64]([NH2:65])=[CH:63][C:62]([CH3:66])=[N:61]1. (3) Given the product [F:1][C:2]1[CH:7]=[CH:6][C:5]([C@@H:8]([NH:10][C:11]2[CH:12]=[C:13]([CH:17]=[C:18]([NH:20][C:21]3[CH:26]=[N:25][CH:24]=[CH:23][N:22]=3)[N:19]=2)[C:14]([NH2:27])=[O:15])[CH3:9])=[CH:4][CH:3]=1, predict the reactants needed to synthesize it. The reactants are: [F:1][C:2]1[CH:7]=[CH:6][C:5]([C@@H:8]([NH:10][C:11]2[CH:12]=[C:13]([CH:17]=[C:18]([NH:20][C:21]3[CH:26]=[N:25][CH:24]=[CH:23][N:22]=3)[N:19]=2)[C:14](O)=[O:15])[CH3:9])=[CH:4][CH:3]=1.[NH3:27].CO. (4) Given the product [ClH:19].[CH:2]1([C:1]2[C:9]3[C:10](=[CH:11][CH:12]=[CH:13][C:14]=3[CH3:15])[CH2:16][CH2:17][N:18]=2)[CH2:7][CH2:6][CH2:5][CH2:4][CH2:3]1, predict the reactants needed to synthesize it. The reactants are: [C:1]([C:9]1[C:14]([CH3:15])=[CH:13][CH:12]=[CH:11][C:10]=1[CH2:16][C:17]#[N:18])(=O)[C:2]1[CH:7]=[CH:6][CH:5]=[CH:4][CH:3]=1.[ClH:19].CCOC(C)=O.